This data is from Catalyst prediction with 721,799 reactions and 888 catalyst types from USPTO. The task is: Predict which catalyst facilitates the given reaction. (1) Reactant: [Si]([O:8][CH2:9][CH2:10][N:11]1[CH2:16][CH2:15][C@H:14]([NH:17][C:18](=[O:24])[O:19][C:20]([CH3:23])([CH3:22])[CH3:21])[C@H:13]([F:25])[CH2:12]1)(C(C)(C)C)(C)C.[F-].C([N+](CCCC)(CCCC)CCCC)CCC. Product: [F:25][C@H:13]1[C@@H:14]([NH:17][C:18](=[O:24])[O:19][C:20]([CH3:22])([CH3:23])[CH3:21])[CH2:15][CH2:16][N:11]([CH2:10][CH2:9][OH:8])[CH2:12]1. The catalyst class is: 7. (2) The catalyst class is: 43. Product: [OH:8][C:9]1[CH:14]=[CH:13][C:12]([C:15]2[N:20]=[CH:19][N:18]=[C:17]([NH:21][C@H:22]([C:30]([O:32][CH3:33])=[O:31])[CH2:23][C:24]3[CH:29]=[CH:28][CH:27]=[CH:26][CH:25]=3)[CH:16]=2)=[CH:11][CH:10]=1. Reactant: C([O:8][C:9]1[CH:14]=[CH:13][C:12]([C:15]2[N:20]=[CH:19][N:18]=[C:17]([NH:21][C@H:22]([C:30]([O:32][CH3:33])=[O:31])[CH2:23][C:24]3[CH:29]=[CH:28][CH:27]=[CH:26][CH:25]=3)[CH:16]=2)=[CH:11][CH:10]=1)C1C=CC=CC=1. (3) Reactant: [NH2:1][C:2]1[C:11]([C:12]([O:14][CH3:15])=[O:13])=[CH:10][C:9]2[C:4](=[CH:5][C:6]([O:18][CH2:19][CH2:20][Cl:21])=[C:7]([O:16][CH3:17])[CH:8]=2)[N:3]=1.CO[CH:24](OC)[N:25]([CH3:27])[CH3:26].C1(C)C=CC(S(O)(=O)=O)=CC=1.C(OCC)C. Product: [Cl:21][CH2:20][CH2:19][O:18][C:6]1[CH:5]=[C:4]2[C:9]([CH:10]=[C:11]([C:12]([O:14][CH3:15])=[O:13])[C:2](/[N:1]=[CH:24]/[N:25]([CH3:27])[CH3:26])=[N:3]2)=[CH:8][C:7]=1[O:16][CH3:17]. The catalyst class is: 11. (4) Reactant: Br[CH2:2]/[CH:3]=[CH:4]/[C:5]([NH:7][C:8]1[CH:13]=[CH:12][C:11]([C:14]([N:16]2[CH2:21][CH2:20][CH:19]([NH:22][C:23]3[N:28]=[C:27]([C:29]4[CH:30]=[N:31][CH:32]=[CH:33][CH:34]=4)[C:26]([Cl:35])=[CH:25][N:24]=3)[CH2:18][CH2:17]2)=[O:15])=[CH:10][CH:9]=1)=[O:6].[NH:36]([CH3:38])[CH3:37].CCN(C(C)C)C(C)C. Product: [Cl:35][C:26]1[C:27]([C:29]2[CH:30]=[N:31][CH:32]=[CH:33][CH:34]=2)=[N:28][C:23]([NH:22][CH:19]2[CH2:20][CH2:21][N:16]([C:14]([C:11]3[CH:12]=[CH:13][C:8]([NH:7][C:5](=[O:6])/[CH:4]=[CH:3]/[CH2:2][N:36]([CH3:38])[CH3:37])=[CH:9][CH:10]=3)=[O:15])[CH2:17][CH2:18]2)=[N:24][CH:25]=1. The catalyst class is: 1. (5) Reactant: [CH3:1][O:2][C:3](=[O:22])[C:4]1[C:9]([N+:10]([O-])=O)=[CH:8][N:7]=[C:6]([O:13][C:14]2[CH:19]=[CH:18][C:17]([F:20])=[CH:16][C:15]=2[F:21])[CH:5]=1. Product: [CH3:1][O:2][C:3](=[O:22])[C:4]1[C:9]([NH2:10])=[CH:8][N:7]=[C:6]([O:13][C:14]2[CH:19]=[CH:18][C:17]([F:20])=[CH:16][C:15]=2[F:21])[CH:5]=1. The catalyst class is: 14. (6) Reactant: [CH2:1]([N:4]([CH:15]([C:19]1[C:20]([Cl:30])=[N:21][C:22]2[C:27]([CH:28]=1)=[CH:26][CH:25]=[C:24]([F:29])[CH:23]=2)[CH2:16]C=C)[C:5](=[O:14])[O:6][CH2:7][C:8]1[CH:13]=[CH:12][CH:11]=[CH:10][CH:9]=1)[CH:2]=[CH2:3].Cl.C([O-])(O)=O.[Na+]. Product: [Cl:30][C:20]1[C:19]([CH:15]2[N:4]([C:5]([O:6][CH2:7][C:8]3[CH:9]=[CH:10][CH:11]=[CH:12][CH:13]=3)=[O:14])[CH2:1][CH:2]=[CH:3][CH2:16]2)=[CH:28][C:27]2[C:22](=[CH:23][C:24]([F:29])=[CH:25][CH:26]=2)[N:21]=1. The catalyst class is: 2. (7) Reactant: [CH2:1]([NH:8][C:9]1[N:17]=[C:16]([Cl:18])[N:15]=[C:14]2[C:10]=1[NH:11][CH:12]=[N:13]2)[C:2]1[CH:7]=[CH:6][CH:5]=[CH:4][CH:3]=1.C(=O)([O-])[O-].[K+].[K+].[CH:25](Br)([CH3:27])[CH3:26]. Product: [CH2:1]([NH:8][C:9]1[N:17]=[C:16]([Cl:18])[N:15]=[C:14]2[C:10]=1[N:11]=[CH:12][N:13]2[CH:25]([CH3:27])[CH3:26])[C:2]1[CH:7]=[CH:6][CH:5]=[CH:4][CH:3]=1. The catalyst class is: 16. (8) Reactant: [CH2:1]1[C:7]2=[C:8]3[C:12](=[CH:13][CH:14]=[C:6]2[O:5][CH2:4][CH2:3][N:2]1C(OC(C)(C)C)=O)[NH:11][CH:10]=[CH:9]3.[H-].[Na+].CN(C=O)C.[F:29][C:30]([F:43])([F:42])[O:31][C:32]1[CH:37]=[CH:36][CH:35]=[CH:34][C:33]=1[S:38](Cl)(=[O:40])=[O:39]. Product: [F:43][C:30]([F:29])([F:42])[O:31][C:32]1[CH:37]=[CH:36][CH:35]=[CH:34][C:33]=1[S:38]([N:11]1[C:12]2[C:8](=[C:7]3[CH2:1][NH:2][CH2:3][CH2:4][O:5][C:6]3=[CH:14][CH:13]=2)[CH:9]=[CH:10]1)(=[O:40])=[O:39]. The catalyst class is: 547. (9) Reactant: [Cl:1][C:2]1[CH:10]=[CH:9][C:5]([C:6](O)=[O:7])=[C:4]([NH:11][C:12]2[CH:17]=[CH:16][CH:15]=[CH:14][CH:13]=2)[CH:3]=1.Cl.[CH3:19][NH:20][O:21][CH3:22].C(N(CC)C(C)C)(C)C. Product: [Cl:1][C:2]1[CH:10]=[CH:9][C:5]([C:6]([N:20]([O:21][CH3:22])[CH3:19])=[O:7])=[C:4]([NH:11][C:12]2[CH:17]=[CH:16][CH:15]=[CH:14][CH:13]=2)[CH:3]=1. The catalyst class is: 42. (10) Reactant: [NH2:1][C:2]1[N:7]=[C:6]([NH:8][C@@H:9]([CH2:13][CH2:14][CH2:15][CH3:16])[CH2:10][CH2:11][OH:12])[C:5]([C:17]#[C:18][CH2:19][NH:20][C:21](=[O:27])[O:22][C:23]([CH3:26])([CH3:25])[CH3:24])=[C:4]([CH3:28])[N:3]=1. Product: [NH2:1][C:2]1[N:7]=[C:6]([NH:8][C@@H:9]([CH2:13][CH2:14][CH2:15][CH3:16])[CH2:10][CH2:11][OH:12])[C:5]([CH2:17][CH2:18][CH2:19][NH:20][C:21](=[O:27])[O:22][C:23]([CH3:26])([CH3:25])[CH3:24])=[C:4]([CH3:28])[N:3]=1. The catalyst class is: 50.